From a dataset of Full USPTO retrosynthesis dataset with 1.9M reactions from patents (1976-2016). Predict the reactants needed to synthesize the given product. (1) The reactants are: CCN(C(C)C)C(C)C.[F:10][C:11]1[CH:12]=[C:13]([C:17]2[NH:21][N:20]=[C:19]([C:22]([OH:24])=O)[CH:18]=2)[CH:14]=[CH:15][CH:16]=1.C1(C2NN=C(C(O)=O)C=2)C=CC=CC=1.FC1C=C(C(=O)C)C=CC=1.C1C=CC2N(O)N=NC=2C=1.CCN=C=NCCCN(C)C.Cl.Cl.[NH2:72][CH2:73][C:74]([N:76]1[CH2:81][CH2:80][CH:79]([O:82][C:83]2[CH:84]=[N:85][CH:86]=[C:87]([Cl:89])[CH:88]=2)[CH2:78][CH2:77]1)=[O:75]. Given the product [Cl:89][C:87]1[CH:88]=[C:83]([O:82][CH:79]2[CH2:78][CH2:77][N:76]([C:74](=[O:75])[CH2:73][NH:72][C:22]([C:19]3[CH:18]=[C:17]([C:13]4[CH:14]=[CH:15][CH:16]=[C:11]([F:10])[CH:12]=4)[NH:21][N:20]=3)=[O:24])[CH2:81][CH2:80]2)[CH:84]=[N:85][CH:86]=1, predict the reactants needed to synthesize it. (2) Given the product [Br:1][C:2]1[CH:3]=[C:4]([S:8]([N:16]2[CH2:17][CH2:18][N:13]([CH3:12])[CH2:14][CH2:15]2)(=[O:10])=[O:9])[CH:5]=[CH:6][CH:7]=1, predict the reactants needed to synthesize it. The reactants are: [Br:1][C:2]1[CH:3]=[C:4]([S:8](Cl)(=[O:10])=[O:9])[CH:5]=[CH:6][CH:7]=1.[CH3:12][N:13]1[CH2:18][CH2:17][NH:16][CH2:15][CH2:14]1.CCN(CC)CC. (3) Given the product [C:34]1([C:44]2[CH:49]=[CH:48][CH:47]=[CH:46][CH:45]=2)[CH:39]=[CH:38][C:37]([S:40]([C:9]2([C:13]([NH:59][CH:57]([C:54]3[CH:55]=[CH:56][C:51]([F:50])=[CH:52][CH:53]=3)[CH3:58])=[O:15])[NH:8][CH2:12][CH2:11][S:10]2)(=[O:42])=[O:41])=[CH:36][CH:35]=1, predict the reactants needed to synthesize it. The reactants are: C(OC([N:8]1[CH2:12][CH2:11][S:10][CH:9]1[C:13]([OH:15])=O)=O)(C)(C)C.C1C=CC(/C(/C2C=CC([N+]([O-])=O)=CC=2)=N/O)=CC=1.[C:34]1([C:44]2[CH:49]=[CH:48][CH:47]=[CH:46][CH:45]=2)[CH:39]=[CH:38][C:37]([S:40](Cl)(=[O:42])=[O:41])=[CH:36][CH:35]=1.[F:50][C:51]1[CH:56]=[CH:55][C:54]([CH:57]([NH2:59])[CH3:58])=[CH:53][CH:52]=1.